Dataset: Peptide-MHC class II binding affinity with 134,281 pairs from IEDB. Task: Regression. Given a peptide amino acid sequence and an MHC pseudo amino acid sequence, predict their binding affinity value. This is MHC class II binding data. (1) The peptide sequence is YARRMTSVPTDCGSL. The MHC is H-2-IAd with pseudo-sequence H-2-IAd. The binding affinity (normalized) is 0.420. (2) The peptide sequence is AAHRARANESATILM. The MHC is DRB1_0901 with pseudo-sequence DRB1_0901. The binding affinity (normalized) is 0.787. (3) The peptide sequence is PQPQLPYPQPQLPY. The MHC is HLA-DQA10201-DQB10202 with pseudo-sequence HLA-DQA10201-DQB10202. The binding affinity (normalized) is 0. (4) The peptide sequence is YFKFLANVSTVLTGK. The MHC is DRB3_0202 with pseudo-sequence DRB3_0202. The binding affinity (normalized) is 1.00. (5) The peptide sequence is SARLRLLRDRLVEGV. The MHC is HLA-DQA10201-DQB10202 with pseudo-sequence HLA-DQA10201-DQB10202. The binding affinity (normalized) is 0.208. (6) The peptide sequence is DGVWEIKSDKPLKGP. The MHC is DRB1_0802 with pseudo-sequence DRB1_0802. The binding affinity (normalized) is 0.433. (7) The peptide sequence is ASYFAADRILPELTE. The MHC is HLA-DQA10501-DQB10201 with pseudo-sequence HLA-DQA10501-DQB10201. The binding affinity (normalized) is 0.560.